This data is from NCI-60 drug combinations with 297,098 pairs across 59 cell lines. The task is: Regression. Given two drug SMILES strings and cell line genomic features, predict the synergy score measuring deviation from expected non-interaction effect. (1) Drug 1: CC1C(C(CC(O1)OC2CC(CC3=C2C(=C4C(=C3O)C(=O)C5=C(C4=O)C(=CC=C5)OC)O)(C(=O)C)O)N)O.Cl. Drug 2: CC1C(C(CC(O1)OC2CC(CC3=C2C(=C4C(=C3O)C(=O)C5=C(C4=O)C(=CC=C5)OC)O)(C(=O)CO)O)N)O.Cl. Cell line: SW-620. Synergy scores: CSS=47.7, Synergy_ZIP=-0.432, Synergy_Bliss=1.14, Synergy_Loewe=1.72, Synergy_HSA=3.99. (2) Drug 1: CC1CCC2CC(C(=CC=CC=CC(CC(C(=O)C(C(C(=CC(C(=O)CC(OC(=O)C3CCCCN3C(=O)C(=O)C1(O2)O)C(C)CC4CCC(C(C4)OC)OCCO)C)C)O)OC)C)C)C)OC. Drug 2: C(CN)CNCCSP(=O)(O)O. Cell line: SN12C. Synergy scores: CSS=6.69, Synergy_ZIP=2.35, Synergy_Bliss=7.09, Synergy_Loewe=3.24, Synergy_HSA=3.39. (3) Drug 1: C1CCC(C1)C(CC#N)N2C=C(C=N2)C3=C4C=CNC4=NC=N3. Drug 2: CN1C(=O)N2C=NC(=C2N=N1)C(=O)N. Cell line: DU-145. Synergy scores: CSS=4.13, Synergy_ZIP=-0.834, Synergy_Bliss=1.61, Synergy_Loewe=-10.1, Synergy_HSA=-2.48. (4) Cell line: CCRF-CEM. Drug 1: CC1OCC2C(O1)C(C(C(O2)OC3C4COC(=O)C4C(C5=CC6=C(C=C35)OCO6)C7=CC(=C(C(=C7)OC)O)OC)O)O. Drug 2: N.N.Cl[Pt+2]Cl. Synergy scores: CSS=45.2, Synergy_ZIP=-2.15, Synergy_Bliss=-4.04, Synergy_Loewe=-9.15, Synergy_HSA=-2.95. (5) Drug 1: CCC1=CC2CC(C3=C(CN(C2)C1)C4=CC=CC=C4N3)(C5=C(C=C6C(=C5)C78CCN9C7C(C=CC9)(C(C(C8N6C)(C(=O)OC)O)OC(=O)C)CC)OC)C(=O)OC.C(C(C(=O)O)O)(C(=O)O)O. Drug 2: CC1=C(C(CCC1)(C)C)C=CC(=CC=CC(=CC(=O)O)C)C. Cell line: SW-620. Synergy scores: CSS=47.1, Synergy_ZIP=0.0237, Synergy_Bliss=-0.178, Synergy_Loewe=-31.6, Synergy_HSA=-3.07.